This data is from Caco-2 cell permeability data measuring drug intestinal absorption for ~900 compounds. The task is: Regression/Classification. Given a drug SMILES string, predict its absorption, distribution, metabolism, or excretion properties. Task type varies by dataset: regression for continuous measurements (e.g., permeability, clearance, half-life) or binary classification for categorical outcomes (e.g., BBB penetration, CYP inhibition). For this dataset (caco2_wang), we predict Y. (1) The molecule is C=C1C[C@]23CC[C@H]4[C@@](C)(CCC[C@@]4(C)C(=O)OC4O[C@@H](CO)[C@H](O)[C@@H](O)[C@@H]4O)C2CC(O[C@H]2O[C@@H](CO)[C@H](O)C(O[C@H]4O[C@@H](CO)[C@H](O)[C@@H](O)[C@@H]4O)[C@@H]2O[C@H]2O[C@@H](CO)[C@H](O)[C@@H](O)[C@@H]2O)[C@H]1C3. The Y is -6.96 log Papp (cm/s). (2) The molecule is CCC(=S)NC[C@H]1CN(c2ccc(N3CCN(C=O)CC3)c(F)c2)C(=O)O1. The Y is -4.46 log Papp (cm/s). (3) The molecule is Nc1ccncc1. The Y is -4.02 log Papp (cm/s). (4) The compound is Cn1c(N2CCCN(CCCN3c4ccccc4Sc4ccc(/C=C/C(=O)O)cc43)CC2)cc(=O)n(C)c1=O. The Y is -4.65 log Papp (cm/s). (5) The drug is Cn1c(N2CCCN(CCCN3c4ccccc4Sc4ccc(C(C)(C)C(=O)O)cc43)CC2)cc(=O)n(C)c1=O. The Y is -5.00 log Papp (cm/s).